This data is from Full USPTO retrosynthesis dataset with 1.9M reactions from patents (1976-2016). The task is: Predict the reactants needed to synthesize the given product. (1) Given the product [CH3:11][C:10]1[N:23]([NH:22][C:14](=[O:21])[C:15]2[CH:20]=[CH:19][N:18]=[CH:17][CH:16]=2)[C:7]([C:1]2[CH:6]=[CH:5][CH:4]=[CH:3][CH:2]=2)=[CH:8][CH:9]=1, predict the reactants needed to synthesize it. The reactants are: [C:1]1([C:7](=O)[CH2:8][CH2:9][C:10](=O)[CH3:11])[CH:6]=[CH:5][CH:4]=[CH:3][CH:2]=1.[C:14]([NH:22][NH2:23])(=[O:21])[C:15]1[CH:20]=[CH:19][N:18]=[CH:17][CH:16]=1.C1(C)C=CC(S(O)(=O)=O)=CC=1. (2) Given the product [Br:1][CH2:2][C:3]([C:5]1[CH:10]=[CH:9][C:8]([S:11]([NH:27][CH:22]2[CH2:26][CH2:25][CH2:24][CH2:23]2)(=[O:13])=[O:12])=[CH:7][CH:6]=1)=[O:4], predict the reactants needed to synthesize it. The reactants are: [Br:1][CH2:2][C:3]([C:5]1[CH:10]=[CH:9][C:8]([S:11](Cl)(=[O:13])=[O:12])=[CH:7][CH:6]=1)=[O:4].C(N(CC)CC)C.[CH:22]1([NH2:27])[CH2:26][CH2:25][CH2:24][CH2:23]1.